This data is from Retrosynthesis with 50K atom-mapped reactions and 10 reaction types from USPTO. The task is: Predict the reactants needed to synthesize the given product. Given the product CCN1CCC(C(=O)N=S(C)(=O)c2ccccc2-c2ccc(C(=O)Nc3ccc(Cl)cc3C(=O)Nc3ccc(Cl)cn3)cc2)CC1, predict the reactants needed to synthesize it. The reactants are: CCI.CS(=O)(=NC(=O)C1CCNCC1)c1ccccc1-c1ccc(C(=O)Nc2ccc(Cl)cc2C(=O)Nc2ccc(Cl)cn2)cc1.